From a dataset of Forward reaction prediction with 1.9M reactions from USPTO patents (1976-2016). Predict the product of the given reaction. Given the reactants C(OC(=O)[NH:7][CH:8]1[CH2:13][CH2:12][N:11]([CH2:14][C:15]2[CH:20]=[CH:19][C:18]([Cl:21])=[C:17]([O:22][CH2:23][CH3:24])[CH:16]=2)[CH2:10][CH2:9]1)(C)(C)C, predict the reaction product. The product is: [Cl:21][C:18]1[CH:19]=[CH:20][C:15]([CH2:14][N:11]2[CH2:12][CH2:13][CH:8]([NH2:7])[CH2:9][CH2:10]2)=[CH:16][C:17]=1[O:22][CH2:23][CH3:24].